The task is: Predict the reactants needed to synthesize the given product.. This data is from Full USPTO retrosynthesis dataset with 1.9M reactions from patents (1976-2016). Given the product [CH2:1]([C:8]1[C:13]([CH:14]2[CH2:19][CH2:18][N:17]([CH:20]3[CH2:26][CH2:25][CH2:24][N:23]([C:27]([O:29][CH2:30][CH3:31])=[O:28])[CH2:22][CH2:21]3)[CH2:16][CH2:15]2)=[CH:12][CH:11]=[CH:10][N:9]=1)[CH:2]([CH3:4])[CH3:3], predict the reactants needed to synthesize it. The reactants are: [CH2:1]([Mg]Cl)[CH:2]([CH3:4])[CH3:3].Cl[C:8]1[C:13]([CH:14]2[CH2:19][CH2:18][N:17]([CH:20]3[CH2:26][CH2:25][CH2:24][N:23]([C:27]([O:29][CH2:30][CH3:31])=[O:28])[CH2:22][CH2:21]3)[CH2:16][CH2:15]2)=[CH:12][CH:11]=[CH:10][N:9]=1.